This data is from Forward reaction prediction with 1.9M reactions from USPTO patents (1976-2016). The task is: Predict the product of the given reaction. (1) Given the reactants [Cl:1][C:2]1[CH:7]=[CH:6][C:5]([C:8]2(O)[CH2:13][CH2:12][C:11]([CH3:15])([CH3:14])[CH2:10]/[C:9]/2=[CH:16]\[O:17][Si](C(C)C)(C(C)C)C(C)C)=[CH:4][CH:3]=1.ClC1C=CC(C2(O)CCC(C)(C)C/C/2=C\O[Si](C)(C)C)=CC=1.[Si](O/C=C1/C(C2C=CC(Cl)=CC=2)(O)CCC(C)(C)C/1)(C(C)(C)C)(C)C.Cl, predict the reaction product. The product is: [Cl:1][C:2]1[CH:3]=[CH:4][C:5]([C:8]2[CH2:13][CH2:12][C:11]([CH3:14])([CH3:15])[CH2:10][C:9]=2[CH:16]=[O:17])=[CH:6][CH:7]=1. (2) The product is: [C:18]([NH2:17])(=[O:26])[C:19]1[CH:24]=[CH:23][CH:22]=[N:21][CH:20]=1. Given the reactants C(NC1C=C([NH:17][C:18](=[O:26])[C:19]2[CH:24]=[CH:23][C:22](Cl)=[N:21][CH:20]=2)C=CC=1Cl)(=O)C1C=CC=CC=1.CC1CNCC(C)N1, predict the reaction product. (3) Given the reactants [CH:1]1([N:4]([CH:18]2[CH2:23][CH2:22][NH:21][CH2:20][CH2:19]2)[S:5]([C:8]2[CH:13]=[CH:12][CH:11]=[C:10]([C:14]([F:17])([F:16])[F:15])[CH:9]=2)(=[O:7])=[O:6])[CH2:3][CH2:2]1.C1C=CC2N(O)N=NC=2C=1.CCN=C=NCCCN(C)C.[OH:45][C:46]1[CH:54]=[CH:53][C:49]([C:50](O)=[O:51])=[CH:48][N:47]=1, predict the reaction product. The product is: [CH:1]1([N:4]([CH:18]2[CH2:23][CH2:22][N:21]([C:50]([C:49]3[CH:53]=[CH:54][C:46](=[O:45])[NH:47][CH:48]=3)=[O:51])[CH2:20][CH2:19]2)[S:5]([C:8]2[CH:13]=[CH:12][CH:11]=[C:10]([C:14]([F:17])([F:15])[F:16])[CH:9]=2)(=[O:6])=[O:7])[CH2:3][CH2:2]1. (4) Given the reactants [C:1]([O:5][C:6](=[O:29])[N:7]([CH2:17][CH2:18][CH2:19][C:20]1[CH:25]=[CH:24][C:23]([N+:26]([O-:28])=[O:27])=[CH:22][CH:21]=1)[CH2:8][CH2:9][NH:10]C(=O)C(F)(F)F)([CH3:4])([CH3:3])[CH3:2].C(=O)([O-])[O-].[K+].[K+].CO, predict the reaction product. The product is: [C:1]([O:5][C:6](=[O:29])[N:7]([CH2:8][CH2:9][NH2:10])[CH2:17][CH2:18][CH2:19][C:20]1[CH:21]=[CH:22][C:23]([N+:26]([O-:28])=[O:27])=[CH:24][CH:25]=1)([CH3:2])([CH3:4])[CH3:3]. (5) The product is: [Cl:30][CH2:31][C:18](=[O:20])[CH:17]([C:23]1[CH:28]=[CH:27][C:26]([CH3:29])=[CH:25][CH:24]=1)[C:14]1[CH:15]=[CH:16][C:11]([CH3:10])=[CH:12][CH:13]=1. Given the reactants C(N)(C)C.C([Li])CCC.[CH3:10][C:11]1[CH:16]=[CH:15][C:14]([CH:17]([C:23]2[CH:28]=[CH:27][C:26]([CH3:29])=[CH:25][CH:24]=2)[C:18]([O:20]CC)=O)=[CH:13][CH:12]=1.[Cl:30][CH2:31]I, predict the reaction product.